This data is from Catalyst prediction with 721,799 reactions and 888 catalyst types from USPTO. The task is: Predict which catalyst facilitates the given reaction. (1) Reactant: [CH2:1]([O:3][C:4](=[O:22])[CH2:5][CH:6]1[CH2:11][CH2:10][N:9]([C:12]([O:14][CH2:15][C:16]2[CH:21]=[CH:20][CH:19]=[CH:18][CH:17]=2)=[O:13])[CH2:8][CH2:7]1)[CH3:2].Br[CH2:24][C:25]([CH3:27])=[CH2:26]. Product: [CH2:1]([O:3][C:4]([CH:5]([CH:6]1[CH2:11][CH2:10][N:9]([C:12]([O:14][CH2:15][C:16]2[CH:17]=[CH:18][CH:19]=[CH:20][CH:21]=2)=[O:13])[CH2:8][CH2:7]1)[CH2:26][C:25]([CH3:27])=[CH2:24])=[O:22])[CH3:2]. The catalyst class is: 7. (2) Reactant: [NH2:1][C:2]1[CH:7]=[CH:6][CH:5]=[C:4]([N+:8]([O-:10])=[O:9])[C:3]=1[OH:11].[C:12](OCC)(OCC)(OCC)[CH3:13].O.[O-2].[O-2].[O-2].O=[Si]=O.O=[Si]=O.O=[Si]=O.O=[Si]=O.[Al+3].[Al+3]. Product: [CH3:12][C:13]1[O:11][C:3]2[C:4]([N+:8]([O-:10])=[O:9])=[CH:5][CH:6]=[CH:7][C:2]=2[N:1]=1. The catalyst class is: 11. (3) Reactant: [O:1]=[C:2]1[C:10]2([C:14]3=[CH:15][C:16]4[O:20][CH2:19][O:18][C:17]=4[CH:21]=[C:13]3[O:12][CH2:11]2)[C:9]2[C:4](=[CH:5][CH:6]=[CH:7][CH:8]=2)[N:3]1[CH2:22][CH2:23][CH:24]=O.[NH2:26][CH2:27][CH:28]1[CH2:30][CH2:29]1.C(O[BH-](OC(=O)C)OC(=O)C)(=O)C.C1(OC2C=CC(C=O)=CC=2)C=CC=CC=1. Product: [CH:28]1([CH2:27][NH:26][CH2:24][CH2:23][CH2:22][N:3]2[C:4]3[C:9](=[CH:8][CH:7]=[CH:6][CH:5]=3)[C:10]3([C:14]4=[CH:15][C:16]5[O:20][CH2:19][O:18][C:17]=5[CH:21]=[C:13]4[O:12][CH2:11]3)[C:2]2=[O:1])[CH2:30][CH2:29]1. The catalyst class is: 116. (4) Reactant: [NH2:1][C:2]([C:4]1([NH:17][CH2:18][C:19]2[N:24]=[CH:23][C:22]3[O:25][CH2:26][CH2:27][O:28][C:21]=3[CH:20]=2)[CH2:9][CH2:8][N:7](C(OC(C)(C)C)=O)[CH2:6][CH2:5]1)=[O:3].FC(F)(F)C(O)=O. Product: [O:28]1[C:21]2[CH:20]=[C:19]([CH2:18][NH:17][C:4]3([C:2]([NH2:1])=[O:3])[CH2:5][CH2:6][NH:7][CH2:8][CH2:9]3)[N:24]=[CH:23][C:22]=2[O:25][CH2:26][CH2:27]1. The catalyst class is: 4.